Dataset: Reaction yield outcomes from USPTO patents with 853,638 reactions. Task: Predict the reaction yield, written as a fraction of the theoretical maximum amount of product (1.0 means a 100% yield; for example, 0.34 means a 34% yield). The reactants are [CH3:1][OH:2].[H-].[Na+].[NH2:5][C:6]1[CH:11]=[N:10][CH:9]=[C:8](Cl)[N:7]=1. The catalyst is O1CCOCC1.C(OCC)(=O)C. The product is [NH2:5][C:6]1[CH:11]=[N:10][CH:9]=[C:8]([O:2][CH3:1])[N:7]=1. The yield is 0.110.